From a dataset of Full USPTO retrosynthesis dataset with 1.9M reactions from patents (1976-2016). Predict the reactants needed to synthesize the given product. (1) Given the product [CH2:12]([O:11][C:7]1[CH:6]=[C:5]([OH:4])[CH:10]=[CH:9][CH:8]=1)[CH:13]=[CH2:14], predict the reactants needed to synthesize it. The reactants are: C([O:4][C:5]1[CH:10]=[CH:9][CH:8]=[C:7]([O:11][CH2:12][CH:13]=[CH2:14])[CH:6]=1)(=O)C.[OH-].[Na+].CO. (2) Given the product [CH3:23][N:22]([CH3:24])[C:20]([N:17]1[CH2:18][CH2:19][C@@H:15]([CH2:14][C:9]2[N:8]([C:5]3[CH:6]=[CH:7][C:2]([C:33]4[CH:42]=[C:41]5[C:36]([CH:37]=[CH:38][CH:39]=[N:40]5)=[CH:35][CH:34]=4)=[CH:3][CH:4]=3)[C:12](=[O:13])[NH:11][N:10]=2)[CH2:16]1)=[O:21], predict the reactants needed to synthesize it. The reactants are: Br[C:2]1[CH:7]=[CH:6][C:5]([N:8]2[C:12](=[O:13])[NH:11][N:10]=[C:9]2[CH2:14][C@@H:15]2[CH2:19][CH2:18][N:17]([C:20]([N:22]([CH3:24])[CH3:23])=[O:21])[CH2:16]2)=[CH:4][CH:3]=1.CC1(C)C(C)(C)OB([C:33]2[CH:42]=[C:41]3[C:36]([CH:37]=[CH:38][CH:39]=[N:40]3)=[CH:35][CH:34]=2)O1.C(=O)([O-])[O-].[K+].[K+]. (3) The reactants are: C(OC1C(=O)N=C(CC2(C3C=CC=CC=3)CCCC2)N2CCN(C3CC3)C(=O)C=12)C1C=CC=CC=1.[CH:36]1([N:41]([CH2:71][CH2:72]O)[C:42]([C:44]2[C:49]([O:50][CH2:51][C:52]3[CH:57]=[CH:56][CH:55]=[CH:54][CH:53]=3)=[C:48]([OH:58])[N:47]=[C:46]([CH2:59][C:60]3([C:65]4[CH:70]=[CH:69][CH:68]=[CH:67][CH:66]=4)[CH2:64][CH2:63][CH2:62][CH2:61]3)[N:45]=2)=[O:43])[CH2:40][CH2:39][CH2:38][CH2:37]1. Given the product [CH2:51]([O:50][C:49]1[C:48](=[O:58])[N:47]=[C:46]([CH2:59][C:60]2([C:65]3[CH:70]=[CH:69][CH:68]=[CH:67][CH:66]=3)[CH2:64][CH2:63][CH2:62][CH2:61]2)[N:45]2[CH2:72][CH2:71][N:41]([CH:36]3[CH2:40][CH2:39][CH2:38][CH2:37]3)[C:42](=[O:43])[C:44]=12)[C:52]1[CH:53]=[CH:54][CH:55]=[CH:56][CH:57]=1, predict the reactants needed to synthesize it. (4) Given the product [CH3:1][CH:2]1[CH2:3][CH2:4][C:5]2[C:10](=[N:9][C:8]([C:12]3[CH:17]=[CH:16][CH:15]=[CH:14][CH:13]=3)=[C:7]([C:18]3[CH:23]=[CH:22][CH:21]=[CH:20][CH:19]=3)[CH:6]=2)[NH:11]1, predict the reactants needed to synthesize it. The reactants are: [CH3:1][C:2]1[N:11]=[C:10]2[C:5]([CH:6]=[C:7]([C:18]3[CH:23]=[CH:22][CH:21]=[CH:20][CH:19]=3)[C:8]([C:12]3[CH:17]=[CH:16][CH:15]=[CH:14][CH:13]=3)=[N:9]2)=[CH:4][CH:3]=1. (5) Given the product [O:10]1[CH:14]=[CH:13][C:12]([C:2]2[N:3]=[C:4]([CH:8]=[O:9])[N:5]([CH3:7])[CH:6]=2)=[CH:11]1, predict the reactants needed to synthesize it. The reactants are: Br[C:2]1[N:3]=[C:4]([CH:8]=[O:9])[N:5]([CH3:7])[CH:6]=1.[O:10]1[CH:14]=[CH:13][C:12](B(O)O)=[CH:11]1.COCCOC.C(=O)([O-])[O-].[Na+].[Na+]. (6) Given the product [CH3:21][O:20][CH2:19][CH2:18][CH2:17][O:7][C:5]1[CH:6]=[C:1]([OH:9])[CH:2]=[C:3]([OH:8])[CH:4]=1, predict the reactants needed to synthesize it. The reactants are: [C:1]1([OH:9])[CH:6]=[C:5]([OH:7])[CH:4]=[C:3]([OH:8])[CH:2]=1.C(=O)([O-])[O-].[K+].[K+].Br[CH2:17][CH2:18][CH2:19][O:20][CH3:21].Cl. (7) Given the product [CH3:15][N:16]1[CH2:21][CH2:20][C:19]2[C:22]([C:25]([F:28])([F:26])[F:27])=[N:23][N:24]([C:2]3[CH:7]=[CH:6][C:5]([CH2:8][N:9]4[CH2:13][CH2:12][CH2:11][C:10]4=[O:14])=[CH:4][CH:3]=3)[C:18]=2[CH2:17]1, predict the reactants needed to synthesize it. The reactants are: I[C:2]1[CH:7]=[CH:6][C:5]([CH2:8][N:9]2[CH2:13][CH2:12][CH2:11][C:10]2=[O:14])=[CH:4][CH:3]=1.[CH3:15][N:16]1[CH2:21][CH2:20][C:19]2[C:22]([C:25]([F:28])([F:27])[F:26])=[N:23][NH:24][C:18]=2[CH2:17]1.CN(C)CC(O)=O.C(=O)([O-])[O-].[Cs+].[Cs+].